From a dataset of Forward reaction prediction with 1.9M reactions from USPTO patents (1976-2016). Predict the product of the given reaction. (1) Given the reactants Br[CH2:2][C:3]([C:5]1[C:6]([C:11]2[CH:16]=[CH:15][CH:14]=[CH:13][CH:12]=2)=[N:7][O:8][C:9]=1[CH3:10])=O.[NH2:17][C:18]1[C:23]([OH:24])=[CH:22][CH:21]=[CH:20][N:19]=1, predict the reaction product. The product is: [CH3:10][C:9]1[O:8][N:7]=[C:6]([C:11]2[CH:16]=[CH:15][CH:14]=[CH:13][CH:12]=2)[C:5]=1[C:3]1[N:17]=[C:18]2[C:23]([OH:24])=[CH:22][CH:21]=[CH:20][N:19]2[CH:2]=1. (2) Given the reactants [F:1][C:2]1[CH:3]=[C:4]([N:9]2[CH:17]=[N:16][C:15]3[C:10]2=[N:11][C:12]([NH:18][C@H:19]2[CH2:23][CH2:22][C@H:21]([OH:24])[CH2:20]2)=[N:13][CH:14]=3)[CH:5]=[CH:6][C:7]=1I.[CH3:25][O:26][CH2:27][CH2:28][N:29]1[CH:33]=[C:32](B2OC(C)(C)C(C)(C)O2)[CH:31]=[N:30]1.O.C(=O)([O-])[O-].[K+].[K+], predict the reaction product. The product is: [F:1][C:2]1[CH:3]=[C:4]([N:9]2[CH:17]=[N:16][C:15]3[C:10]2=[N:11][C:12]([NH:18][C@H:19]2[CH2:23][CH2:22][C@H:21]([OH:24])[CH2:20]2)=[N:13][CH:14]=3)[CH:5]=[CH:6][C:7]=1[C:32]1[CH:31]=[N:30][N:29]([CH2:28][CH2:27][O:26][CH3:25])[CH:33]=1.